From a dataset of Full USPTO retrosynthesis dataset with 1.9M reactions from patents (1976-2016). Predict the reactants needed to synthesize the given product. (1) Given the product [CH:12]1([CH2:15][O:16][C:17]2[CH:18]=[C:19]([CH:23]=[CH:24][C:25]=2[O:26][CH:27]([F:29])[F:28])[C:20]([Cl:10])=[O:21])[CH2:14][CH2:13]1, predict the reactants needed to synthesize it. The reactants are: C1(C)C=CC=CC=1.S(Cl)([Cl:10])=O.[CH:12]1([CH2:15][O:16][C:17]2[CH:18]=[C:19]([CH:23]=[CH:24][C:25]=2[O:26][CH:27]([F:29])[F:28])[C:20](O)=[O:21])[CH2:14][CH2:13]1. (2) Given the product [ClH:14].[CH2:11]([C:10]1[NH:9][CH:8]=[N:7][C:6]=1[C:4]([OH:5])=[O:3])[CH2:12][CH3:13], predict the reactants needed to synthesize it. The reactants are: C([O:3][C:4]([C:6]1[N:7]=[CH:8][NH:9][C:10]=1[CH2:11][CH2:12][CH3:13])=[O:5])C.[ClH:14]. (3) Given the product [CH2:10]([O:9][C:5]1[CH2:4][O:3][CH:2]([CH3:1])[C:7](=[O:8])[CH:6]=1)[CH3:11], predict the reactants needed to synthesize it. The reactants are: [CH3:1][CH:2]1[C:7](=[O:8])[CH2:6][C:5](=[O:9])[CH2:4][O:3]1.[CH2:10](O)[CH3:11]. (4) Given the product [NH2:1][C:4]1[CH:5]=[CH:6][C:7]([CH2:8][P:9](=[O:16])([O:10][CH2:11][CH3:12])[O:13][CH2:14][CH3:15])=[CH:17][CH:18]=1, predict the reactants needed to synthesize it. The reactants are: [N+:1]([C:4]1[CH:18]=[CH:17][C:7]([CH2:8][P:9](=[O:16])([O:13][CH2:14][CH3:15])[O:10][CH2:11][CH3:12])=[CH:6][CH:5]=1)([O-])=O.[NH4+].[Cl-]. (5) Given the product [F:10][C:4]1[CH:3]=[C:2]([NH:25][N:24]=[C:11]([C:12]2[CH:17]=[CH:16][CH:15]=[CH:14][CH:13]=2)[C:18]2[CH:23]=[CH:22][CH:21]=[CH:20][CH:19]=2)[CH:7]=[C:6]([F:8])[C:5]=1[F:9], predict the reactants needed to synthesize it. The reactants are: Br[C:2]1[CH:7]=[C:6]([F:8])[C:5]([F:9])=[C:4]([F:10])[CH:3]=1.[C:11](=[N:24][NH2:25])([C:18]1[CH:23]=[CH:22][CH:21]=[CH:20][CH:19]=1)[C:12]1[CH:17]=[CH:16][CH:15]=[CH:14][CH:13]=1.C([O-])(=O)C.[Cs+].